Task: Predict the product of the given reaction.. Dataset: Forward reaction prediction with 1.9M reactions from USPTO patents (1976-2016) (1) Given the reactants [C:1]([C:4]1[CH:9]=[CH:8][C:7]([B:10]([OH:12])[OH:11])=[CH:6][C:5]=1[F:13])(=[O:3])[CH3:2].C(O)(=O)C.[Br:18]Br, predict the reaction product. The product is: [Br:18][CH2:2][C:1]([C:4]1[CH:9]=[CH:8][C:7]([B:10]([OH:12])[OH:11])=[CH:6][C:5]=1[F:13])=[O:3]. (2) Given the reactants [CH3:1][O:2][C:3]([C:5]1[S:6][C:7]([C:12]([OH:14])=O)=[CH:8][C:9]=1[CH2:10][CH3:11])=[O:4].C(N(CC)CC)C.CN(C(ON1N=NC2C=CC=CC1=2)=[N+](C)C)C.F[P-](F)(F)(F)(F)F.C1C=CC2N(O)N=NC=2C=1.[NH2:56][CH2:57][C:58]1[CH:59]=[C:60]([OH:64])[CH:61]=[CH:62][CH:63]=1, predict the reaction product. The product is: [CH3:1][O:2][C:3]([C:5]1[S:6][C:7]([C:12](=[O:14])[NH:56][CH2:57][C:58]2[CH:63]=[CH:62][CH:61]=[C:60]([OH:64])[CH:59]=2)=[CH:8][C:9]=1[CH2:10][CH3:11])=[O:4]. (3) Given the reactants [Cl:1][C:2]1[CH:26]=[CH:25][C:5]([CH2:6][N:7]2[C:15]3[C:10](=[CH:11][C:12]([CH:16]=[C:17]4[S:21][CH:20](SC)[NH:19][C:18]4=[O:24])=[CH:13][CH:14]=3)[CH:9]=[N:8]2)=[C:4]([C:27]([F:30])([F:29])[F:28])[CH:3]=1.[CH3:31][NH:32][CH:33]1[CH2:37][CH2:36][N:35]([CH3:38])[CH2:34]1, predict the reaction product. The product is: [Cl:1][C:2]1[CH:26]=[CH:25][C:5]([CH2:6][N:7]2[C:15]3[C:10](=[CH:11][C:12]([CH:16]=[C:17]4[S:21][C:20]([N:32]([CH3:31])[CH:33]5[CH2:37][CH2:36][N:35]([CH3:38])[CH2:34]5)=[N:19][C:18]4=[O:24])=[CH:13][CH:14]=3)[CH:9]=[N:8]2)=[C:4]([C:27]([F:28])([F:30])[F:29])[CH:3]=1. (4) The product is: [Br:14][C:15]1[CH:16]=[CH:17][C:18]([I:23])=[C:19]([CH:20]=[C:5]2[C:4]([CH3:9])([CH3:8])[O:3][C:2]([CH3:10])([CH3:1])[C:6]2=[O:7])[CH:22]=1. Given the reactants [CH3:1][C:2]1([CH3:10])[C:6](=[O:7])[CH2:5][C:4]([CH3:9])([CH3:8])[O:3]1.C[O-].[Na+].[Br:14][C:15]1[CH:16]=[CH:17][C:18]([I:23])=[C:19]([CH:22]=1)[CH:20]=O, predict the reaction product. (5) Given the reactants [F:1][C:2]([F:14])([F:13])[C:3]1[CH:12]=[CH:11][C:6]2[N:7]=[C:8]([NH2:10])[S:9][C:5]=2[CH:4]=1.C(N=C=NCCCN(C)C)C.ON1C2C=CC=CC=2N=N1.[C:36]([N:39]1[CH:43]([C:44]2[CH:45]=[CH:46][C:47]([O:55][CH3:56])=[C:48]([CH:54]=2)[O:49][CH2:50][C:51](O)=[O:52])[CH2:42][C:41]([C:57]2[CH:62]=[C:61]([O:63][CH3:64])[C:60]([O:65][CH3:66])=[C:59]([O:67][CH3:68])[CH:58]=2)=[N:40]1)(=[O:38])[CH3:37], predict the reaction product. The product is: [F:14][C:2]([F:1])([F:13])[C:3]1[CH:12]=[CH:11][C:6]2[N:7]=[C:8]([NH:10][C:51](=[O:52])[CH2:50][O:49][C:48]3[CH:54]=[C:44]([CH:43]4[N:39]([C:36](=[O:38])[CH3:37])[N:40]=[C:41]([C:57]5[CH:62]=[C:61]([O:63][CH3:64])[C:60]([O:65][CH3:66])=[C:59]([O:67][CH3:68])[CH:58]=5)[CH2:42]4)[CH:45]=[CH:46][C:47]=3[O:55][CH3:56])[S:9][C:5]=2[CH:4]=1. (6) Given the reactants C(OC(=O)[NH:7][CH2:8][C:9]1[C:14]([N:15]2[CH:19]=[N:18][CH:17]=[N:16]2)=[CH:13][CH:12]=[CH:11][N:10]=1)(C)(C)C.C(Cl)[Cl:22], predict the reaction product. The product is: [ClH:22].[ClH:22].[N:15]1([C:14]2[C:9]([CH2:8][NH2:7])=[N:10][CH:11]=[CH:12][CH:13]=2)[CH:19]=[N:18][CH:17]=[N:16]1. (7) Given the reactants Cl.[C:2]1(=O)C2(CCNCC2)CCN1.C(N(CC)CC)C.BrC1C=C(C(F)(F)F)C=CC=1S(Cl)(=O)=O.Br[C:36]1[CH:41]=[C:40]([C:42]([F:45])([F:44])[F:43])[CH:39]=[CH:38][C:37]=1[S:46]([N:49]1[CH2:59][CH2:58][C:52]2([C:56](=[O:57])[NH:55][CH2:54][CH2:53]2)[CH2:51][CH2:50]1)(=[O:48])=[O:47].C(=O)([O-])[O-].[K+].[K+].CB1OB(C)OB(C)O1, predict the reaction product. The product is: [CH3:2][C:36]1[CH:41]=[C:40]([C:42]([F:45])([F:44])[F:43])[CH:39]=[CH:38][C:37]=1[S:46]([N:49]1[CH2:59][CH2:58][C:52]2([C:56](=[O:57])[NH:55][CH2:54][CH2:53]2)[CH2:51][CH2:50]1)(=[O:48])=[O:47]. (8) The product is: [Cl:14][C:10]1[C:5]2[CH:4]=[C:3]([CH2:1][CH3:2])[S:12][C:6]=2[N:7]=[CH:8][N:9]=1. Given the reactants [CH2:1]([C:3]1[S:12][C:6]2[N:7]=[CH:8][NH:9][C:10](=O)[C:5]=2[CH:4]=1)[CH3:2].P(Cl)(Cl)(Cl)(Cl)[Cl:14], predict the reaction product. (9) Given the reactants [Br:1][C:2]1[CH:3]=[CH:4][C:5]([N:8]2[CH:12]=[C:11]([CH2:13][CH2:14][CH2:15][O:16][C:17]3[C:22]([CH2:23][CH3:24])=[CH:21][CH:20]=[CH:19][C:18]=3[CH2:25][C:26]([O:28]C)=[O:27])[C:10]([CH:30]([CH3:32])[CH3:31])=[N:9]2)=[N:6][CH:7]=1.[OH-].[Na+].O1CCCC1.Cl, predict the reaction product. The product is: [Br:1][C:2]1[CH:3]=[CH:4][C:5]([N:8]2[CH:12]=[C:11]([CH2:13][CH2:14][CH2:15][O:16][C:17]3[C:22]([CH2:23][CH3:24])=[CH:21][CH:20]=[CH:19][C:18]=3[CH2:25][C:26]([OH:28])=[O:27])[C:10]([CH:30]([CH3:31])[CH3:32])=[N:9]2)=[N:6][CH:7]=1. (10) Given the reactants [CH2:1]([N:4]([CH3:11])[C:5]1[CH:10]=[CH:9][CH:8]=[CH:7][CH:6]=1)[CH:2]=[CH2:3].C(N(CC)CC)C.CCCCC, predict the reaction product. The product is: [CH3:11][N:4](/[CH:1]=[CH:2]/[CH3:3])[C:5]1[CH:6]=[CH:7][CH:8]=[CH:9][CH:10]=1.